From a dataset of Full USPTO retrosynthesis dataset with 1.9M reactions from patents (1976-2016). Predict the reactants needed to synthesize the given product. (1) Given the product [CH3:22][O:23][C:24]1[CH:25]=[C:26]([CH:29]=[CH:30][C:31]=1[O:32][CH3:33])[CH2:27][NH:28][C:4]([C:6]1[N:11]2[N:12]=[C:13]([NH:15][C:16]([NH:18][CH2:19][CH3:20])=[O:17])[N:14]=[C:10]2[CH:9]=[C:8]([Br:21])[CH:7]=1)=[O:5], predict the reactants needed to synthesize it. The reactants are: C(O[C:4]([C:6]1[N:11]2[N:12]=[C:13]([NH:15][C:16]([NH:18][CH2:19][CH3:20])=[O:17])[N:14]=[C:10]2[CH:9]=[C:8]([Br:21])[CH:7]=1)=[O:5])C.[CH3:22][O:23][C:24]1[CH:25]=[C:26]([CH:29]=[CH:30][C:31]=1[O:32][CH3:33])[CH2:27][NH2:28]. (2) Given the product [CH:9]1([N:5]2[C:26]([CH:27]3[CH2:32][CH2:31][O:30][CH2:29][CH2:28]3)=[C:25]([C:24]([O:23][CH2:21][CH3:22])=[O:34])[CH:7]=[N:6]2)[CH2:8][CH2:16][CH2:14][CH2:15][CH2:10]1, predict the reactants needed to synthesize it. The reactants are: C([N:5]1[C:9]([C:10]2[CH:15]=[CH:14]N=CC=2)=[C:8]([C:16](OCC)=O)[CH:7]=[N:6]1)C(C)C.[CH2:21]([O:23][C:24](=[O:34])[CH2:25][C:26](=O)[CH:27]1[CH2:32][CH2:31][O:30][CH2:29][CH2:28]1)[CH3:22].Cl.C1(NN)CCCCC1. (3) Given the product [Cl:1][C:2]1[C:3]([C:12]2([C:14]([O:16][C:17]([CH3:20])([CH3:19])[CH3:18])=[O:15])[CH2:11][C:10]([F:21])([F:9])[CH2:13]2)=[N:4][CH:5]=[CH:6][CH:7]=1, predict the reactants needed to synthesize it. The reactants are: [Cl:1][C:2]1[C:3](F)=[N:4][CH:5]=[CH:6][CH:7]=1.[F:9][C:10]1([F:21])[CH2:13][CH:12]([C:14]([O:16][C:17]([CH3:20])([CH3:19])[CH3:18])=[O:15])[CH2:11]1.C[Si](C)(C)[N-][Si](C)(C)C.[Na+].